Dataset: Reaction yield outcomes from USPTO patents with 853,638 reactions. Task: Predict the reaction yield, written as a fraction of the theoretical maximum amount of product (1.0 means a 100% yield; for example, 0.34 means a 34% yield). (1) The reactants are [CH3:1][C:2]1[CH:3]=[C:4]([CH2:12][OH:13])[CH:5]=[N:6][C:7]=1[C:8]([F:11])([F:10])[F:9]. The catalyst is C(Cl)Cl. The product is [CH3:1][C:2]1[CH:3]=[C:4]([CH:12]=[O:13])[CH:5]=[N:6][C:7]=1[C:8]([F:11])([F:9])[F:10]. The yield is 0.800. (2) The reactants are [CH3:1][C:2]1[CH:3]=[C:4]([NH:9][C:10](=[O:12])[CH3:11])[CH:5]=[CH:6][C:7]=1[CH3:8].[CH:13]1[CH:18]=[C:17]2[C:19]([C:21](O)([OH:24])[C:22](=[O:23])[C:16]2=[CH:15][CH:14]=1)=[O:20]. The catalyst is S(=O)(=O)(O)O. The product is [OH:24][C:21]1([C:5]2[CH:6]=[C:7]([CH3:8])[C:2]([CH3:1])=[CH:3][C:4]=2[NH:9][C:10](=[O:12])[CH3:11])[C:22](=[O:23])[C:16]2[C:17](=[CH:18][CH:13]=[CH:14][CH:15]=2)[C:19]1=[O:20]. The yield is 0.440. (3) The reactants are Br[C:2]1[CH:7]=[C:6]([CH3:8])[C:5]([C:9]([N:11]2[CH2:16][CH2:15][CH:14]([N:17]3[CH2:21][CH2:20][CH2:19][CH2:18]3)[CH2:13][CH2:12]2)=[O:10])=[C:4]([CH3:22])[CH:3]=1.[F:23][C:24]([F:36])([F:35])[O:25][C:26]1[CH:27]=[C:28](B(O)O)[CH:29]=[CH:30][CH:31]=1.P([O-])([O-])([O-])=O.[K+].[K+].[K+]. The catalyst is CN(C=O)C.[Pd].C1(P(C2C=CC=CC=2)C2C=CC=CC=2)C=CC=CC=1.C1(P(C2C=CC=CC=2)C2C=CC=CC=2)C=CC=CC=1.C1(P(C2C=CC=CC=2)C2C=CC=CC=2)C=CC=CC=1.C1(P(C2C=CC=CC=2)C2C=CC=CC=2)C=CC=CC=1. The product is [CH3:22][C:4]1[CH:3]=[C:2]([C:28]2[CH:29]=[CH:30][CH:31]=[C:26]([O:25][C:24]([F:23])([F:35])[F:36])[CH:27]=2)[CH:7]=[C:6]([CH3:8])[C:5]=1[C:9]([N:11]1[CH2:16][CH2:15][CH:14]([N:17]2[CH2:21][CH2:20][CH2:19][CH2:18]2)[CH2:13][CH2:12]1)=[O:10]. The yield is 0.770.